From a dataset of Full USPTO retrosynthesis dataset with 1.9M reactions from patents (1976-2016). Predict the reactants needed to synthesize the given product. Given the product [CH2:7]([C:5]1[N:6]=[CH:2][S:3][C:4]=1[C:9]([O:11][CH2:12][CH3:13])=[O:10])[CH3:8], predict the reactants needed to synthesize it. The reactants are: N[C:2]1[S:3][C:4]([C:9]([O:11][CH2:12][CH3:13])=[O:10])=[C:5]([CH2:7][CH3:8])[N:6]=1.B(F)(F)F.CCOCC.N(OCCCC)=O.[Na].[OH-].[Na+].